This data is from Forward reaction prediction with 1.9M reactions from USPTO patents (1976-2016). The task is: Predict the product of the given reaction. (1) Given the reactants [NH2:1][C:2]1[N:11]=[CH:10][C:9]2[C:8](=[O:12])[CH2:7][CH:6]([C:13]3[CH:18]=[CH:17][CH:16]=[CH:15][C:14]=3Br)[CH2:5][C:4]=2[N:3]=1.NC1N=CC2C(=O)CC(C3C=CC(F)=CC=3[C:39]3[CH:40]=[N:41][CH:42]=[CH:43][CH:44]=3)CC=2N=1.N1C=CC=CC=1B(O)O, predict the reaction product. The product is: [NH2:1][C:2]1[N:11]=[CH:10][C:9]2[C:8](=[O:12])[CH2:7][CH:6]([C:13]3[CH:18]=[CH:17][CH:16]=[CH:15][C:14]=3[C:40]3[CH:39]=[CH:44][CH:43]=[CH:42][N:41]=3)[CH2:5][C:4]=2[N:3]=1. (2) Given the reactants CC1(C)[N:6](C(OC(C)(C)C)=O)[C@@H:5]([CH2:14][C@H:15]2[CH2:20][CH2:19][CH2:18][O:17][CH2:16]2)[CH2:4][O:3]1, predict the reaction product. The product is: [NH2:6][C@@H:5]([CH2:14][C@H:15]1[CH2:20][CH2:19][CH2:18][O:17][CH2:16]1)[CH2:4][OH:3]. (3) Given the reactants [Cl:1][C:2]1[CH:3]=[CH:4][C:5]([OH:11])=[C:6]([C:8](=[O:10])[CH3:9])[CH:7]=1.[CH2:12]([N:19]1[CH2:24][CH2:23][C:22](=O)[CH2:21][CH2:20]1)[C:13]1[CH:18]=[CH:17][CH:16]=[CH:15][CH:14]=1.N1CCCC1.O, predict the reaction product. The product is: [CH2:12]([N:19]1[CH2:24][CH2:23][C:22]2([CH2:9][C:8](=[O:10])[C:6]3[C:5](=[CH:4][CH:3]=[C:2]([Cl:1])[CH:7]=3)[O:11]2)[CH2:21][CH2:20]1)[C:13]1[CH:18]=[CH:17][CH:16]=[CH:15][CH:14]=1. (4) Given the reactants C(OC([N:8]1[CH2:13][CH2:12][CH:11]([CH2:14][C:15]([CH3:20])([CH3:19])[CH2:16][C:17]#[N:18])[CH2:10][CH2:9]1)=O)(C)(C)C.[ClH:21], predict the reaction product. The product is: [ClH:21].[NH:8]1[CH2:13][CH2:12][CH:11]([CH2:14][C:15]([CH3:20])([CH3:19])[CH2:16][C:17]#[N:18])[CH2:10][CH2:9]1.